Task: Predict which catalyst facilitates the given reaction.. Dataset: Catalyst prediction with 721,799 reactions and 888 catalyst types from USPTO (1) Reactant: Cl.[C:2]([CH:10]1[CH2:15][CH2:14][NH:13][CH2:12][CH2:11]1)(=[O:9])[C:3]1[CH:8]=[CH:7][CH:6]=[CH:5][CH:4]=1.Cl[C:17]1[CH:22]=[CH:21][C:20]([N+:23]([O-:25])=[O:24])=[CH:19][N:18]=1.C(=O)([O-])[O-].[K+].[K+]. Product: [N+:23]([C:20]1[CH:21]=[CH:22][C:17]([N:13]2[CH2:14][CH2:15][CH:10]([C:2]([C:3]3[CH:8]=[CH:7][CH:6]=[CH:5][CH:4]=3)=[O:9])[CH2:11][CH2:12]2)=[N:18][CH:19]=1)([O-:25])=[O:24]. The catalyst class is: 115. (2) The catalyst class is: 57. Product: [CH:1]1([NH:4][C:5](=[O:43])[C:6]2[CH:11]=[CH:10][C:9]([C:12]3[CH:13]=[N:14][N:15]4[C:20]([N:21]([CH2:29][C:30]5[CH:35]=[CH:34][C:33]([O:36][CH3:37])=[CH:32][CH:31]=5)[CH2:22][CH:23]5[CH2:28][CH2:27][O:26][CH2:25][CH2:24]5)=[N:19][C:18]([O:50][C:44]5[CH:49]=[CH:48][CH:47]=[CH:46][CH:45]=5)=[N:17][C:16]=34)=[CH:8][C:7]=2[CH3:42])[CH2:3][CH2:2]1. Reactant: [CH:1]1([NH:4][C:5](=[O:43])[C:6]2[CH:11]=[CH:10][C:9]([C:12]3[CH:13]=[N:14][N:15]4[C:20]([N:21]([CH2:29][C:30]5[CH:35]=[CH:34][C:33]([O:36][CH3:37])=[CH:32][CH:31]=5)[CH2:22][CH:23]5[CH2:28][CH2:27][O:26][CH2:25][CH2:24]5)=[N:19][C:18](S(C)(=O)=O)=[N:17][C:16]=34)=[CH:8][C:7]=2[CH3:42])[CH2:3][CH2:2]1.[C:44]1([OH:50])[CH:49]=[CH:48][CH:47]=[CH:46][CH:45]=1.C1CCN2C(=NCCC2)CC1. (3) Reactant: [OH:1][C@H:2]1[C@H:19](/[CH:20]=[CH:21]/[C@@H:22]([OH:28])[CH2:23][CH2:24][CH2:25][CH2:26][CH3:27])[C@H:5]2[CH2:6][C:7]3[C:12]([CH2:13][C@H:4]2[CH2:3]1)=[C:11]([O:14][CH2:15][C:16]([OH:18])=[O:17])[CH:10]=[CH:9][CH:8]=3.[OH-].[K+]. The catalyst class is: 19. Product: [CH3:27][CH2:26][CH2:25][CH2:24][CH2:23][C@H:22]([OH:28])[CH2:21][CH2:20][C@H:19]1[C@H:2]([OH:1])[CH2:3][C@H:4]2[C@@H:5]1[CH2:6][C:7]1[C:12]([CH2:13]2)=[C:11]([O:14][CH2:15][C:16]([OH:18])=[O:17])[CH:10]=[CH:9][CH:8]=1. (4) Reactant: Br[C:2]1[CH:3]=[C:4]([F:13])[C:5]2[O:10][CH2:9][C:8](=[O:11])[NH:7][C:6]=2[CH:12]=1.[B:14]1([B:14]2[O:18][C:17]([CH3:20])([CH3:19])[C:16]([CH3:22])([CH3:21])[O:15]2)[O:18][C:17]([CH3:20])([CH3:19])[C:16]([CH3:22])([CH3:21])[O:15]1.C([O-])(=O)C.[K+].CCOC(C)=O. Product: [F:13][C:4]1[C:5]2[O:10][CH2:9][C:8](=[O:11])[NH:7][C:6]=2[CH:12]=[C:2]([B:14]2[O:18][C:17]([CH3:20])([CH3:19])[C:16]([CH3:22])([CH3:21])[O:15]2)[CH:3]=1. The catalyst class is: 38. (5) Reactant: [N:1]([CH:4]([CH3:6])[CH3:5])=[C:2]=[O:3].[Br:7][C:8]1[N:12]2[N:13]=[C:14]([N:17]3[CH2:22][CH2:21][NH:20][CH2:19][CH2:18]3)[CH:15]=[CH:16][C:11]2=[N:10][CH:9]=1. Product: [Br:7][C:8]1[N:12]2[N:13]=[C:14]([N:17]3[CH2:18][CH2:19][N:20]([C:2]([NH:1][CH:4]([CH3:6])[CH3:5])=[O:3])[CH2:21][CH2:22]3)[CH:15]=[CH:16][C:11]2=[N:10][CH:9]=1. The catalyst class is: 4. (6) Reactant: [CH2:1]([N:8]([CH3:25])[C:9]1[CH:14]=[C:13]([CH2:15][N:16]2[CH2:21][CH2:20][O:19][CH2:18][CH2:17]2)[CH:12]=[CH:11][C:10]=1[N+:22]([O-])=O)[C:2]1[CH:7]=[CH:6][CH:5]=[CH:4][CH:3]=1.[H][H]. Product: [CH2:1]([N:8]([CH3:25])[C:9]1[C:10]([NH2:22])=[CH:11][CH:12]=[C:13]([CH2:15][N:16]2[CH2:17][CH2:18][O:19][CH2:20][CH2:21]2)[CH:14]=1)[C:2]1[CH:3]=[CH:4][CH:5]=[CH:6][CH:7]=1. The catalyst class is: 78. (7) Product: [N+:17]([C:20]1[CH:21]=[C:22]([N:26]2[C:5]([C:7]3[CH:12]=[CH:11][CH:10]=[CH:9][CH:8]=3)=[CH:4][C:3]([C:2]([F:15])([F:14])[F:1])=[N:27]2)[CH:23]=[CH:24][CH:25]=1)([O-:19])=[O:18]. The catalyst class is: 6. Reactant: [F:1][C:2]([F:15])([F:14])[C:3](=O)[CH2:4][C:5]([C:7]1[CH:12]=[CH:11][CH:10]=[CH:9][CH:8]=1)=O.Cl.[N+:17]([C:20]1[CH:21]=[C:22]([NH:26][NH2:27])[CH:23]=[CH:24][CH:25]=1)([O-:19])=[O:18].Cl.C(O)C.